This data is from Full USPTO retrosynthesis dataset with 1.9M reactions from patents (1976-2016). The task is: Predict the reactants needed to synthesize the given product. (1) The reactants are: Cl[CH2:2][CH2:3][NH:4][C:5]([NH:7][C:8]1[CH:9]=[C:10]([CH3:14])[CH:11]=[CH:12][CH:13]=1)=[O:6].[H-].[Na+].C(OC(=O)C)C. Given the product [C:10]1([CH3:14])[CH:11]=[CH:12][CH:13]=[C:8]([N:7]2[CH2:2][CH2:3][NH:4][C:5]2=[O:6])[CH:9]=1, predict the reactants needed to synthesize it. (2) Given the product [NH2:13][C:4]1[CH:5]=[C:6]([CH:11]=[CH:12][C:3]=1[CH:1]=[O:2])[C:7]([O:9][CH3:10])=[O:8], predict the reactants needed to synthesize it. The reactants are: [CH:1]([C:3]1[CH:12]=[CH:11][C:6]([C:7]([O:9][CH3:10])=[O:8])=[CH:5][C:4]=1[N+:13]([O-])=O)=[O:2].Cl. (3) Given the product [CH3:1][C:2]1[CH:7]=[CH:6][CH:5]=[C:4]([C:8]([F:9])([F:10])[F:11])[C:3]=1[N:12]=[C:24]=[O:25], predict the reactants needed to synthesize it. The reactants are: [CH3:1][C:2]1[CH:7]=[CH:6][CH:5]=[C:4]([C:8]([F:11])([F:10])[F:9])[C:3]=1[NH2:12].C12CC3CC(CC(C3)C1N=[C:24]=[O:25])C2.ClC(OC(=O)OC(Cl)(Cl)Cl)(Cl)Cl.C(N(CC)CC)C. (4) Given the product [Cl:1][C:2]1[CH:3]=[C:4]([C:9]2([C:25]([F:28])([F:27])[F:26])[O:48][N:47]=[C:11]([C:13]3[CH:18]=[CH:17][C:16]([C@@H:19]([NH:21][C:22](=[O:24])[CH3:23])[CH3:20])=[CH:15][CH:14]=3)[CH2:10]2)[CH:5]=[C:6]([Cl:8])[CH:7]=1, predict the reactants needed to synthesize it. The reactants are: [Cl:1][C:2]1[CH:3]=[C:4]([C:9]([C:25]([F:28])([F:27])[F:26])=[CH:10][C:11]([C:13]2[CH:18]=[CH:17][C:16]([C@@H:19]([NH:21][C:22](=[O:24])[CH3:23])[CH3:20])=[CH:15][CH:14]=2)=O)[CH:5]=[C:6]([Cl:8])[CH:7]=1.Br.C([N+](CCCC)(CCCC)CCCC)CCC.[NH2:47][OH:48].[OH-].[Na+].[Cl-].[NH4+]. (5) Given the product [C:7]12([PH2:17])[CH2:14][CH:13]3[CH2:12][CH:11]([CH2:10][CH:9]([CH2:15]3)[CH2:8]1)[CH2:16]2, predict the reactants needed to synthesize it. The reactants are: [H-].[H-].[H-].[H-].[Li+].[Al+3].[C:7]12([P:17](Cl)(Cl)=O)[CH2:16][CH:11]3[CH2:12][CH:13]([CH2:15][CH:9]([CH2:10]3)[CH2:8]1)[CH2:14]2.Cl. (6) Given the product [F:20][C:21]1[C:4]([C:1]([O-:5])=[O:27])=[N:23][CH:24]=[CH:25][CH:26]=1.[Li+:15], predict the reactants needed to synthesize it. The reactants are: [C:1]([O:5]C)([CH3:4])(C)C.CN(C)CCN(C)C.[Li:15]CCCC.[F:20][C:21]1C=[N:23][CH:24]=[CH:25][CH:26]=1.[O:27]1CCCC1. (7) Given the product [F:1][C:2]1[CH:3]=[CH:4][C:5]([C:8]2([CH2:21][O:22][CH2:23][C:24]3[C:32]4[C:28](=[N:29][N:30]([CH3:33])[N:31]=4)[CH:27]=[C:26]([C:34]([F:37])([F:35])[F:36])[CH:25]=3)[CH2:13][CH2:12][N:11]([CH3:14])[CH2:10][CH2:9]2)=[CH:6][CH:7]=1, predict the reactants needed to synthesize it. The reactants are: [F:1][C:2]1[CH:7]=[CH:6][C:5]([C:8]2([CH2:21][O:22][CH2:23][C:24]3[C:32]4[C:28](=[N:29][N:30]([CH3:33])[N:31]=4)[CH:27]=[C:26]([C:34]([F:37])([F:36])[F:35])[CH:25]=3)[CH2:13][CH2:12][N:11]([C:14](OC(C)(C)C)=O)[CH2:10][CH2:9]2)=[CH:4][CH:3]=1.C([BH3-])#N.[Na+].C=O. (8) Given the product [C:16]([O:20][C:21]([NH:23][C@@H:24]1[CH2:25][CH2:26][C@H:27]([CH2:30][CH2:31][C:32]([NH:2][C@H:3]([C:8]([O:10][CH:11]2[CH2:12][CH2:13][CH2:14][CH2:15]2)=[O:9])[CH2:4][CH:5]([CH3:7])[CH3:6])=[O:33])[CH2:28][CH2:29]1)=[O:22])([CH3:19])([CH3:18])[CH3:17], predict the reactants needed to synthesize it. The reactants are: Cl.[NH2:2][C@H:3]([C:8]([O:10][CH:11]1[CH2:15][CH2:14][CH2:13][CH2:12]1)=[O:9])[CH2:4][CH:5]([CH3:7])[CH3:6].[C:16]([O:20][C:21]([NH:23][C@@H:24]1[CH2:29][CH2:28][C@H:27]([CH2:30][CH2:31][C:32](O)=[O:33])[CH2:26][CH2:25]1)=[O:22])([CH3:19])([CH3:18])[CH3:17].C1CN([P+](Br)(N2CCCC2)N2CCCC2)CC1.F[P-](F)(F)(F)(F)F.CCN(C(C)C)C(C)C.